This data is from Reaction yield outcomes from USPTO patents with 853,638 reactions. The task is: Predict the reaction yield, written as a fraction of the theoretical maximum amount of product (1.0 means a 100% yield; for example, 0.34 means a 34% yield). (1) The product is [F:1][C:2]1[CH:17]=[CH:16][C:5]([CH2:6][C:7]2[CH:15]=[CH:14][CH:13]=[CH:12][C:8]=2[CH2:9][C:29]#[N:31])=[CH:4][CH:3]=1. The yield is 0.940. The catalyst is C1(C)C=CC=CC=1.O.CC(C)=O.CN(C=O)C. The reactants are [F:1][C:2]1[CH:17]=[CH:16][C:5]([CH2:6][C:7]2[CH:15]=[CH:14][CH:13]=[CH:12][C:8]=2[C:9](O)=O)=[CH:4][CH:3]=1.S(Cl)(Cl)=O.[BH4-].[Na+].C1COCC1.[CH2:29]([N:31](CC)CC)C.C([N+](CCCC)(CCCC)CCCC)CCC.[C-]#N.[Na+]. (2) The catalyst is ClCCl. The reactants are [CH3:1][S:2](Cl)(=[O:4])=[O:3].[CH3:6][CH:7]([CH3:26])[CH2:8][CH2:9][O:10][C:11]1[CH:16]=[CH:15][C:14]([NH:17][CH2:18][C:19]([O:21][C:22]([CH3:25])([CH3:24])[CH3:23])=[O:20])=[CH:13][CH:12]=1.C(N(CC)CC)C.Cl. The product is [CH3:6][CH:7]([CH3:26])[CH2:8][CH2:9][O:10][C:11]1[CH:16]=[CH:15][C:14]([N:17]([S:2]([CH3:1])(=[O:4])=[O:3])[CH2:18][C:19]([O:21][C:22]([CH3:23])([CH3:25])[CH3:24])=[O:20])=[CH:13][CH:12]=1. The yield is 0.560. (3) The reactants are Cl.Cl.[NH:3]1[CH2:8][CH2:7][NH:6][CH2:5][C@H:4]1[C:9]([OH:11])=[O:10].[C:12](=[O:15])([O-:14])[O-].[Na+].[Na+].[CH3:18][C:19]([O:22][C:23](O[C:23]([O:22][C:19]([CH3:21])([CH3:20])[CH3:18])=[O:24])=[O:24])([CH3:21])[CH3:20]. The catalyst is O.O1CCCC1. The product is [C:19]([O:14][C:12]([N:3]1[CH2:8][CH2:7][N:6]([C:23]([O:22][C:19]([CH3:21])([CH3:18])[CH3:20])=[O:24])[CH2:5][C@H:4]1[C:9]([OH:11])=[O:10])=[O:15])([CH3:21])([CH3:20])[CH3:18]. The yield is 0.760. (4) The reactants are C([C:3]1[CH:4]=[C:5]([CH:20]=[CH:21][C:22]=1[B:23]1[O:27]C(C)(C)[C:25](C)(C)[O:24]1)[O:6][C:7]1[N:14]=[C:13]([NH:15][CH2:16][CH2:17][O:18][CH3:19])[CH:12]=[CH:11][C:8]=1[C:9]#[N:10])=O.[BH4-].[Na+].Cl. The catalyst is CO. The product is [OH:27][B:23]1[C:22]2[CH:21]=[CH:20][C:5]([O:6][C:7]3[N:14]=[C:13]([NH:15][CH2:16][CH2:17][O:18][CH3:19])[CH:12]=[CH:11][C:8]=3[C:9]#[N:10])=[CH:4][C:3]=2[CH2:25][O:24]1. The yield is 0.320. (5) The reactants are CS(O[CH2:6][C:7]1[N:11]([C:12]2[CH:17]=[CH:16][C:15]([C:18]([NH:20][CH2:21][CH3:22])=[O:19])=[CH:14][CH:13]=2)[N:10]=[N:9][C:8]=1[C:23]([NH:25][CH:26]1[CH2:28][CH2:27]1)=[O:24])(=O)=O.C(=O)([O-])[O-].[K+].[K+].[NH:35]1[CH2:40][CH2:39][O:38][CH2:37][CH2:36]1. The catalyst is C(#N)C.C(OCC)(=O)C. The product is [CH:26]1([NH:25][C:23]([C:8]2[N:9]=[N:10][N:11]([C:12]3[CH:17]=[CH:16][C:15]([C:18]([NH:20][CH2:21][CH3:22])=[O:19])=[CH:14][CH:13]=3)[C:7]=2[CH2:6][N:35]2[CH2:40][CH2:39][O:38][CH2:37][CH2:36]2)=[O:24])[CH2:27][CH2:28]1. The yield is 0.744. (6) The yield is 0.330. The product is [CH3:1][N:2]1[C:3]2[C:4](=[C:5]3[C:10](=[CH:11][CH:12]=2)[N:9]=[CH:8][CH:7]=[CH:6]3)[N:13]=[C:22]1[CH:23]([CH3:29])[CH2:24][C:25]([O:27][CH3:28])=[O:26]. The reactants are [CH3:1][NH:2][C:3]1[C:4]([NH2:13])=[C:5]2[C:10](=[CH:11][CH:12]=1)[N:9]=[CH:8][CH:7]=[CH:6]2.C(N(CC)CC)C.Cl[C:22](=O)[CH:23]([CH3:29])[CH2:24][C:25]([O:27][CH3:28])=[O:26]. The catalyst is C(Cl)Cl. (7) The reactants are [N+:1]([CH2:3][C:4](OC)=[O:5])#[C-:2].[NH:8]1[CH2:13][CH2:12][O:11][CH2:10][CH2:9]1. No catalyst specified. The product is [N+:1]([CH2:3][C:4]([N:8]1[CH2:13][CH2:12][O:11][CH2:10][CH2:9]1)=[O:5])#[C-:2]. The yield is 0.580. (8) The reactants are [CH3:1][O:2][C:3]1[CH:4]=[C:5]2[C:10](=[CH:11][C:12]=1[O:13][CH3:14])[N:9]=[CH:8][N:7]=[C:6]2[O:15][C:16]1[CH:22]=[CH:21][C:19]([NH2:20])=[CH:18][CH:17]=1.C(O)C.[Cl:26][C:27]1[CH:32]=[CH:31][C:30]([C:33]([N:35]=[C:36]=[S:37])=[O:34])=[CH:29][CH:28]=1. The catalyst is C1(C)C=CC=CC=1. The product is [Cl:26][C:27]1[CH:32]=[CH:31][C:30]([C:33]([NH:35][C:36]([NH:20][C:19]2[CH:21]=[CH:22][C:16]([O:15][C:6]3[C:5]4[C:10](=[CH:11][C:12]([O:13][CH3:14])=[C:3]([O:2][CH3:1])[CH:4]=4)[N:9]=[CH:8][N:7]=3)=[CH:17][CH:18]=2)=[S:37])=[O:34])=[CH:29][CH:28]=1. The yield is 0.980.